From a dataset of Reaction yield outcomes from USPTO patents with 853,638 reactions. Predict the reaction yield, written as a fraction of the theoretical maximum amount of product (1.0 means a 100% yield; for example, 0.34 means a 34% yield). The reactants are [OH:1][CH:2]1[CH2:7][CH2:6][NH:5][CH2:4][CH2:3]1.N1C=CN=C1.[C:13]([Si:17]([CH3:20])([CH3:19])Cl)([CH3:16])([CH3:15])[CH3:14]. The catalyst is C(Cl)Cl. The product is [C:13]([Si:17]([CH3:20])([CH3:19])[O:1][CH:2]1[CH2:7][CH2:6][NH:5][CH2:4][CH2:3]1)([CH3:16])([CH3:15])[CH3:14]. The yield is 0.863.